Dataset: Forward reaction prediction with 1.9M reactions from USPTO patents (1976-2016). Task: Predict the product of the given reaction. (1) Given the reactants C(OC([NH:8][C:9]1[CH:14]=[C:13]([CH2:15][S:16][C:17]2[C:22]([C:23]3[O:27][C:26]([NH:28][C:29]4[CH:34]=[CH:33][CH:32]=[CH:31][CH:30]=4)=[N:25][N:24]=3)=[CH:21][CH:20]=[CH:19][N:18]=2)[CH:12]=[CH:11][N:10]=1)=O)(C)(C)C.[ClH:35], predict the reaction product. The product is: [ClH:35].[NH2:8][C:9]1[CH:14]=[C:13]([CH2:15][S:16][C:17]2[C:22]([C:23]3[O:27][C:26]([NH:28][C:29]4[CH:34]=[CH:33][CH:32]=[CH:31][CH:30]=4)=[N:25][N:24]=3)=[CH:21][CH:20]=[CH:19][N:18]=2)[CH:12]=[CH:11][N:10]=1. (2) Given the reactants [CH3:1][C@@:2]12[C:10](=[O:11])[CH2:9][CH2:8][C@H:7]1[C@@H:6]1[CH2:12][CH:13]=[C:14]3[CH2:19][C@@H:18]([OH:20])[CH2:17][CH2:16][C@:15]3([CH3:21])[C@H:5]1[CH2:4][CH2:3]2.N1C=CN=C1.[CH3:27][C:28]([Si:31](Cl)([C:38]1[CH:43]=[CH:42][CH:41]=[CH:40][CH:39]=1)[C:32]1[CH:37]=[CH:36][CH:35]=[CH:34][CH:33]=1)([CH3:30])[CH3:29], predict the reaction product. The product is: [Si:31]([O:20][C@@H:18]1[CH2:19][C:14]2[C@@:15]([CH3:21])([CH:5]3[CH:6]([CH2:12][CH:13]=2)[CH:7]2[C@@:2]([CH3:1])([C:10](=[O:11])[CH2:9][CH2:8]2)[CH2:3][CH2:4]3)[CH2:16][CH2:17]1)([C:28]([CH3:30])([CH3:29])[CH3:27])([C:38]1[CH:39]=[CH:40][CH:41]=[CH:42][CH:43]=1)[C:32]1[CH:37]=[CH:36][CH:35]=[CH:34][CH:33]=1. (3) Given the reactants [CH2:1]1[C:6]2[NH:7][C:8]3[C:13]([C:14](=[O:15])[C:5]=2[CH2:4][C:3]2[NH:16][C:17]4[C:22]([C:23](=[O:24])[C:2]1=2)=[CH:21][CH:20]=[CH:19][CH:18]=4)=[CH:12][CH:11]=[CH:10][CH:9]=3.CO.[OH-].[Na+].OO, predict the reaction product. The product is: [CH:20]1[CH:21]=[C:22]2[C:23]([C:2]3[C:3]([NH:16][C:17]2=[CH:18][CH:19]=1)=[CH:4][C:5]1[C:14]([C:13]2[C:8]([NH:7][C:6]=1[CH:1]=3)=[CH:9][CH:10]=[CH:11][CH:12]=2)=[O:15])=[O:24].